From a dataset of Full USPTO retrosynthesis dataset with 1.9M reactions from patents (1976-2016). Predict the reactants needed to synthesize the given product. The reactants are: [CH2:1]([C:3]1[CH:9]=[C:8]([Br:10])[CH:7]=[CH:6][C:4]=1[NH2:5])[CH3:2].N1C=CC=C[CH:12]=1.CB(O)O. Given the product [Br:10][C:8]1[CH:7]=[CH:6][C:4]([NH:5][CH3:12])=[C:3]([CH2:1][CH3:2])[CH:9]=1, predict the reactants needed to synthesize it.